This data is from Peptide-MHC class I binding affinity with 185,985 pairs from IEDB/IMGT. The task is: Regression. Given a peptide amino acid sequence and an MHC pseudo amino acid sequence, predict their binding affinity value. This is MHC class I binding data. (1) The peptide sequence is VSPLAVTWW. The MHC is HLA-A01:01 with pseudo-sequence HLA-A01:01. The binding affinity (normalized) is 0.0847. (2) The peptide sequence is RMGAVTTEV. The MHC is HLA-A02:03 with pseudo-sequence HLA-A02:03. The binding affinity (normalized) is 0.603. (3) The peptide sequence is GPSLIGLAM. The MHC is HLA-B07:02 with pseudo-sequence HLA-B07:02. The binding affinity (normalized) is 0.0847. (4) The peptide sequence is HLPRELIFQVW. The MHC is Mamu-B52 with pseudo-sequence Mamu-B52. The binding affinity (normalized) is 0.582.